From a dataset of Full USPTO retrosynthesis dataset with 1.9M reactions from patents (1976-2016). Predict the reactants needed to synthesize the given product. (1) Given the product [ClH:1].[F:2][C:3]1[CH:8]=[N:7][C:6]([N:9]2[CH2:17][C@@H:16]3[C@@:11]([C:19]4[CH:24]=[CH:23][CH:22]=[CH:21][CH:20]=4)([N:12]=[C:13]([NH2:18])[S:14][CH2:15]3)[CH2:10]2)=[N:5][CH:4]=1, predict the reactants needed to synthesize it. The reactants are: [ClH:1].[F:2][C:3]1[CH:4]=[N:5][C:6]([N:9]2[CH2:17][C@@H:16]3[C@@:11]([C:19]4[CH:24]=[CH:23][CH:22]=[CH:21][CH:20]=4)([N:12]=[C:13]([NH2:18])[S:14][CH2:15]3)[CH2:10]2)=[N:7][CH:8]=1. (2) Given the product [F:1][C:2]1[CH:3]=[C:4]2[C:9](=[CH:10][CH:11]=1)[O:8][CH2:7][CH:6]=[CH:5]2, predict the reactants needed to synthesize it. The reactants are: [F:1][C:2]1[CH:3]=[C:4]2[C:9](=[CH:10][CH:11]=1)[O:8][CH2:7][CH2:6][CH:5]2O.C1(C)C=CC(S(O)(=O)=O)=CC=1.O. (3) Given the product [CH2:1]([N:8]([CH2:9][CH2:10][OH:11])[CH2:24][C:23]([O:22][C:18]([CH3:21])([CH3:20])[CH3:19])=[O:26])[C:2]1[CH:7]=[CH:6][CH:5]=[CH:4][CH:3]=1, predict the reactants needed to synthesize it. The reactants are: [CH2:1]([NH:8][CH2:9][CH2:10][OH:11])[C:2]1[CH:7]=[CH:6][CH:5]=[CH:4][CH:3]=1.C(=O)([O-])[O-].[K+].[K+].[C:18]([O:22][C:23](=[O:26])[CH2:24]Br)([CH3:21])([CH3:20])[CH3:19]. (4) Given the product [CH:1]1([CH2:6][CH:7]([C:18]2[NH:29][C:21]3=[N:22][CH:23]=[C:24]([CH2:26][CH2:27][OH:28])[CH:25]=[C:20]3[CH:19]=2)[C:8]2[CH:13]=[CH:12][C:11]([S:14]([CH3:17])(=[O:16])=[O:15])=[CH:10][CH:9]=2)[CH2:5][CH2:4][CH2:3][CH2:2]1, predict the reactants needed to synthesize it. The reactants are: [CH:1]1([CH2:6][CH:7]([C:18]2[NH:29][C:21]3=[N:22][CH:23]=[C:24]([CH2:26][CH:27]=[O:28])[CH:25]=[C:20]3[CH:19]=2)[C:8]2[CH:13]=[CH:12][C:11]([S:14]([CH3:17])(=[O:16])=[O:15])=[CH:10][CH:9]=2)[CH2:5][CH2:4][CH2:3][CH2:2]1.[BH4-].[Na+]. (5) Given the product [CH:5]([O:15][C:12]1[CH:25]=[CH:24][C:7]([C:2]2[CH:7]=[CH:6][C:5]([OH:8])=[C:4]([N+:9]([O-:11])=[O:10])[CH:3]=2)=[CH:2][CH:3]=1)([CH3:6])[CH3:4], predict the reactants needed to synthesize it. The reactants are: Br[C:2]1[CH:7]=[CH:6][C:5]([OH:8])=[C:4]([N+:9]([O-:11])=[O:10])[CH:3]=1.[C:12]([O-:15])([O-])=O.[K+].[K+].C1N2[CH2:24][CH2:25]N(CC2)C1. (6) Given the product [Br:10][C:11]1[N:16]=[C:15]([C:17]([N:62]2[CH2:61][CH2:60][N:59]([C:42](=[O:41])[CH2:43][NH:44][C:45]([C:47]3[CH:52]=[CH:51][C:50]([C:53]4[CH:58]=[CH:57][CH:56]=[CH:55][CH:54]=4)=[CH:49][CH:48]=3)=[O:46])[CH2:64][CH2:63]2)=[O:19])[CH:14]=[CH:13][CH:12]=1, predict the reactants needed to synthesize it. The reactants are: CCN(C(C)C)C(C)C.[Br:10][C:11]1[N:16]=[C:15]([C:17]([OH:19])=O)[CH:14]=[CH:13][CH:12]=1.C1C=CC2N(O)N=NC=2C=1.CCN=C=NCCCN(C)C.[O:41]=[C:42]([N:59]1[CH2:64][CH2:63][NH:62][CH2:61][CH2:60]1)[CH2:43][NH:44][C:45]([C:47]1[CH:52]=[CH:51][C:50]([C:53]2[CH:58]=[CH:57][CH:56]=[CH:55][CH:54]=2)=[CH:49][CH:48]=1)=[O:46]. (7) Given the product [C:21]([O:25][C:26]([C:28]1[C:33]([O:34][CH2:35][C:36]2[CH:41]=[CH:40][CH:39]=[CH:38][CH:37]=2)=[C:32]([OH:42])[N:20]=[C:18]([CH2:17][C:12]2([C:3]3[CH:4]=[CH:5][C:6]4[C:11](=[CH:10][CH:9]=[CH:8][CH:7]=4)[CH:2]=3)[CH2:16][CH2:15][CH2:14][CH2:13]2)[N:19]=1)=[O:27])([CH3:24])([CH3:22])[CH3:23], predict the reactants needed to synthesize it. The reactants are: Cl.[CH:2]1[C:11]2[C:6](=[CH:7][CH:8]=[CH:9][CH:10]=2)[CH:5]=[CH:4][C:3]=1[C:12]1([CH2:17][C:18]([NH2:20])=[NH:19])[CH2:16][CH2:15][CH2:14][CH2:13]1.[C:21]([O:25][C:26]([C:28]1[C:33]([O:34][CH2:35][C:36]2[CH:41]=[CH:40][CH:39]=[CH:38][CH:37]=2)=[C:32]([OH:42])N=C(CC2(C3C=C(Cl)C=CC=3Cl)CCCC2)N=1)=[O:27])([CH3:24])([CH3:23])[CH3:22]. (8) Given the product [OH:14][NH:13][C:10]([C:8]1[S:9][C:5]([S:1](=[O:4])(=[O:3])[NH2:2])=[CH:6][CH:7]=1)=[NH:11], predict the reactants needed to synthesize it. The reactants are: [S:1]([C:5]1[S:9][C:8]([C:10]#[N:11])=[CH:7][CH:6]=1)(=[O:4])(=[O:3])[NH2:2].Cl.[NH2:13][OH:14].C(=O)([O-])[O-].[Na+].[Na+]. (9) Given the product [CH2:27]([S:29]([C:32]1[CH:37]=[CH:36][C:35]([CH2:38][NH:39][C:11]([C:7]2[CH:6]=[C:5]3[C:10](=[CH:9][CH:8]=2)[C:2]([CH3:1])([CH3:26])[N:3]([CH2:15][CH:16]2[CH2:17][CH2:18][CH:19]([C:22]([F:25])([F:24])[F:23])[CH2:20][CH2:21]2)[C:4]3=[O:14])=[O:13])=[CH:34][CH:33]=1)(=[O:31])=[O:30])[CH3:28], predict the reactants needed to synthesize it. The reactants are: [CH3:1][C:2]1([CH3:26])[C:10]2[C:5](=[CH:6][C:7]([C:11]([OH:13])=O)=[CH:8][CH:9]=2)[C:4](=[O:14])[N:3]1[CH2:15][CH:16]1[CH2:21][CH2:20][CH:19]([C:22]([F:25])([F:24])[F:23])[CH2:18][CH2:17]1.[CH2:27]([S:29]([C:32]1[CH:37]=[CH:36][C:35]([CH2:38][NH2:39])=[CH:34][CH:33]=1)(=[O:31])=[O:30])[CH3:28].CN(C(ON1N=NC2C=CC=NC1=2)=[N+](C)C)C.F[P-](F)(F)(F)(F)F.CCN(C(C)C)C(C)C. (10) Given the product [CH3:1][O:2][C:3]1[CH:8]=[C:7]([O:9][CH3:10])[CH:6]=[CH:5][C:4]=1[C:11]1[S:17][CH2:16][CH2:15][N:14]=[C:13]([C:18]2[C:19](=[O:26])[O:20][C:21]([CH3:25])=[CH:22][C:23]=2[OH:24])[CH:12]=1, predict the reactants needed to synthesize it. The reactants are: [CH3:1][O:2][C:3]1[CH:8]=[C:7]([O:9][CH3:10])[CH:6]=[CH:5][C:4]=1[CH:11]1[S:17][CH2:16][CH2:15][N:14]=[C:13]([C:18]2[C:19](=[O:26])[O:20][C:21]([CH3:25])=[CH:22][C:23]=2[OH:24])[CH2:12]1.ClC1C(=O)C(C#N)=C(C#N)C(=O)C=1Cl.